Dataset: Reaction yield outcomes from USPTO patents with 853,638 reactions. Task: Predict the reaction yield, written as a fraction of the theoretical maximum amount of product (1.0 means a 100% yield; for example, 0.34 means a 34% yield). The reactants are [Cl:1][C:2]1[CH:7]=[CH:6][CH:5]=[C:4]([F:8])[C:3]=1[C:9]1[S:10][CH:11]=[C:12](/[CH:14]=[CH:15]/[C:16]([O:18]C)=[O:17])[N:13]=1.[OH-].[Li+]. The catalyst is CO.O. The product is [Cl:1][C:2]1[CH:7]=[CH:6][CH:5]=[C:4]([F:8])[C:3]=1[C:9]1[S:10][CH:11]=[C:12](/[CH:14]=[CH:15]/[C:16]([OH:18])=[O:17])[N:13]=1. The yield is 0.940.